From a dataset of Catalyst prediction with 721,799 reactions and 888 catalyst types from USPTO. Predict which catalyst facilitates the given reaction. (1) Reactant: [CH2:1]([C:5]1([CH3:35])[CH2:10][CH2:9][N:8]([C:11]2[C:12]3[N:13]([N:28]=[C:29]([C:31]([O:33]C)=[O:32])[CH:30]=3)[CH:14]=[C:15]([CH3:27])[C:16]=2[C@H:17]([O:22][C:23]([CH3:26])([CH3:25])[CH3:24])[C:18]([O:20][CH3:21])=[O:19])[CH2:7][CH2:6]1)[CH2:2][CH:3]=[CH2:4].[OH-].[Na+].O. Product: [CH2:1]([C:5]1([CH3:35])[CH2:10][CH2:9][N:8]([C:11]2[C:12]3[N:13]([N:28]=[C:29]([C:31]([OH:33])=[O:32])[CH:30]=3)[CH:14]=[C:15]([CH3:27])[C:16]=2[C@H:17]([O:22][C:23]([CH3:26])([CH3:25])[CH3:24])[C:18]([O:20][CH3:21])=[O:19])[CH2:7][CH2:6]1)[CH2:2][CH:3]=[CH2:4]. The catalyst class is: 92. (2) Reactant: Br[CH2:2][CH2:3][C:4]([NH:6][CH2:7][CH2:8][O:9][CH3:10])=[O:5].[C:11](=[S:14])([O-:13])[CH3:12].[K+]. Product: [C:11](=[O:13])([S:14][CH2:2][CH2:3][C:4]([NH:6][CH2:7][CH2:8][O:9][CH3:10])=[O:5])[CH3:12]. The catalyst class is: 8. (3) Reactant: [Li+].CC([N-]C(C)C)C.[C:9]1(=[O:15])[CH2:14][CH2:13][CH2:12][CH2:11][CH2:10]1.[CH2:16]([O:18][C:19](=[O:38])[CH:20]([CH:32]1[CH2:37][CH2:36][CH2:35][CH2:34][CH2:33]1)[C:21](N1C2C=CC=CC=2N=N1)=[O:22])[CH3:17]. Product: [CH2:16]([O:18][C:19](=[O:38])[CH:20]([CH:32]1[CH2:37][CH2:36][CH2:35][CH2:34][CH2:33]1)[C:21](=[O:22])[CH:10]1[CH2:11][CH2:12][CH2:13][CH2:14][C:9]1=[O:15])[CH3:17]. The catalyst class is: 1. (4) Reactant: [NH2:1][CH2:2][CH2:3][CH2:4][N:5]1[CH2:10][CH2:9][CH:8]([C:11]2[CH:12]=[C:13]([NH:17][C:18](=[O:22])[CH:19]([CH3:21])[CH3:20])[CH:14]=[CH:15][CH:16]=2)[CH2:7][CH2:6]1.[F:23][C:24]1[CH:29]=[CH:28][C:27]([N:30]=[C:31]=[O:32])=[CH:26][CH:25]=1. Product: [F:23][C:24]1[CH:29]=[CH:28][C:27]([NH:30][C:31]([NH:1][CH2:2][CH2:3][CH2:4][N:5]2[CH2:10][CH2:9][CH:8]([C:11]3[CH:12]=[C:13]([NH:17][C:18](=[O:22])[CH:19]([CH3:20])[CH3:21])[CH:14]=[CH:15][CH:16]=3)[CH2:7][CH2:6]2)=[O:32])=[CH:26][CH:25]=1. The catalyst class is: 20. (5) The catalyst class is: 70. Product: [Cl:13][C:14]1[CH:19]=[CH:18][C:17]([C:2]2[CH:7]=[CH:6][N:5]3[C:8](=[O:11])[NH:9][N:10]=[C:4]3[C:3]=2[C:17]2[CH:18]=[CH:19][C:14]([Cl:13])=[CH:15][CH:16]=2)=[CH:16][CH:15]=1. Reactant: Br[C:2]1[CH:7]=[CH:6][N:5]2[C:8](=[O:11])[NH:9][N:10]=[C:4]2[C:3]=1I.[Cl:13][C:14]1[CH:19]=[CH:18][C:17](B(O)O)=[CH:16][CH:15]=1.C([O-])([O-])=O.[K+].[K+]. (6) Reactant: [CH3:1][C:2]1[CH:7]=[C:6]([CH:8]=O)[CH:5]=[C:4]([CH3:10])[N:3]=1.[NH2:11][C:12]1[CH:20]=[C:19]([O:21][CH3:22])[CH:18]=[C:17]([O:23][CH3:24])[C:13]=1[C:14]([NH2:16])=[O:15].S([O-])(O)=O.[Na+].C1(C)C=CC(S(O)(=O)=O)=CC=1. Product: [CH3:1][C:2]1[CH:7]=[C:6]([C:8]2[NH:16][C:14](=[O:15])[C:13]3[C:12](=[CH:20][C:19]([O:21][CH3:22])=[CH:18][C:17]=3[O:23][CH3:24])[N:11]=2)[CH:5]=[C:4]([CH3:10])[N:3]=1. The catalyst class is: 80. (7) Product: [Cl:1][C:2]1[CH:3]=[CH:4][C:5]2=[N:8][C:11]([C:13]3[CH:18]=[CH:17][C:16]([C:19]([F:22])([F:21])[F:20])=[C:15]([N+:23]([O-:25])=[O:24])[CH:14]=3)=[CH:10][N:6]2[N:7]=1. The catalyst class is: 10. Reactant: [Cl:1][C:2]1[N:7]=[N:6][C:5]([NH2:8])=[CH:4][CH:3]=1.Br[CH2:10][C:11]([C:13]1[CH:18]=[CH:17][C:16]([C:19]([F:22])([F:21])[F:20])=[C:15]([N+:23]([O-:25])=[O:24])[CH:14]=1)=O.